Dataset: Experimentally validated miRNA-target interactions with 360,000+ pairs, plus equal number of negative samples. Task: Binary Classification. Given a miRNA mature sequence and a target amino acid sequence, predict their likelihood of interaction. (1) The miRNA is hsa-miR-19a-3p with sequence UGUGCAAAUCUAUGCAAAACUGA. The protein sequence of the target gene is MGKKHKKHKSDRHFYEEYVEKPLKLVLKVGGSEVTELSTGSSGHDSSLFEDRSDHDKHKDRKRKKRKKGEKQAPGEEKGRKRRRVKEDKKKRDRDRAENEVDRDLQCHVPIRLDLPPEKPLTSSLAKQEEVEQTPLQEALNQLMRQLQRKDPSAFFSFPVTDFIAPGYSMIIKHPMDFSTMKEKIKNNDYQSIEELKDNFKLMCTNAMIYNKPETIYYKAAKKLLHSGMKILSQERIQSLKQSIDFMSDLQKTRKQKERTDACQSGEDSGCWQREREDSGDAETQAFRSPAKDNKRKDKD.... Result: 0 (no interaction). (2) The miRNA is hsa-miR-30e-5p with sequence UGUAAACAUCCUUGACUGGAAG. The protein sequence of the target gene is MAAQKINEGLEHLAKAEKYLKTGFLKWKPDYDSAASEYGKAAVAFKNAKQFEQAKDACLREAVAHENNRALFHAAKAYEQAGMMLKEMQKLPEAVQLIEKASMMYLENGTPDTAAMALERAGKLIENVDPEKAVQLYQQTANVFENEERLRQAVELLGKASRLLVRGRRFDEAALSIQKEKNIYKEIENYPTCYKKTIAQVLVHLHRNDYVAAERCVRESYSIPGFNGSEDCAALEQLLEGYDQQDQDQVSDVCNSPLFKYMDNDYAKLGLSLVVPGGGIKKKSPATPQAKPDGVTATAA.... Result: 1 (interaction). (3) The miRNA is hsa-miR-568 with sequence AUGUAUAAAUGUAUACACAC. The protein sequence of the target gene is MGRKKIQITRIMDERNRQVTFTKRKFGLMKKAYELSVLCDCEIALIIFNSSNKLFQYASTDMDKVLLKYTEYNEPHESRTNSDIVETLRKKGLNGCESPDADDYFEHSPLSEDRFSKLNEDSDFIFKRGPPGLPPQNFSMSVTVPVTSPNALSYTNPGSSLVSPSLAASSTLADSSMLSPPPATLHRNVSPGAPQRPPSTGSASGMLSTTDLTVPNGAGNSPVGNGFVNSRASPNLIGNTGANSLGKVMPTKSPPPPGGGSLGMNSRKPDLRVVIPPSSKGMMPPLSEEEELELNAQRIS.... Result: 0 (no interaction). (4) The miRNA is hsa-miR-221-3p with sequence AGCUACAUUGUCUGCUGGGUUUC. The protein sequence of the target gene is MEQAGTRPAATEHPRLRRPMPWLLLLPLLLLLLLLLPGPAASQLRYSVPEEQAPGALVGNVARALGLELRRLGPGCLRINHLGAPSPRYLELDLTSGALFVNERIDREALCEQRPRCLLSLEVLAHNPVAVSAVEVEILDINDNSPRFPRPNYQLQVSESVAPGARFHIESAQDPDVGANSVQTYELSPSEHFELDLKPLQENSKVLELVLRKGLDREQAALHHLVLTAVDGGIPARSGTAQISVRVLDTNDNSPAFDQSTYRVQLREDSPPGTLVVKLNASDPDEGSNGELRYSLSSYT.... Result: 1 (interaction). (5) Result: 0 (no interaction). The miRNA is hsa-miR-3911 with sequence UGUGUGGAUCCUGGAGGAGGCA. The protein sequence of the target gene is MGNECFLTFTTTHLSEAEQKLALYRLQLVEPPKLPLEKKTNPDKDGPDIKPNLWMWVNPNMVYPPGKLEVAVKEEDQSALSAFQPALKEEEDSCSEASEVQQPLPPCRQKRKQRRSTVPLPLAPGRRAPLENPWRLPQAISPEGRLWSRPPLHYFHLIALALRNSPPCGLSVQQIYSFTREHFPFFRTAPEAWKNTVRHNLSFRDSFEKVPASRQGGASTGPRSCLWKLTEEGHRRFSKEARTLASTQLQSIQQCMSQPGVKPFLFDL. (6) The miRNA is hsa-miR-6756-3p with sequence UCCCCUUCCUCCCUGCCCAG. The protein sequence of the target gene is MAVCGLGSRLGLGSRLGLRGCFGAARLLYPRFQSRGPQGVEDGDRPQPSSKTPRIPKIYTKTGDKGFSSTFTGERRPKDDQVFEAVGTTDELSSAIGFALELVTEKGHTFAEELQKIQCTLQDVGSALATPCSSAREAHLKYTTFKAGPILELEQWIDKYTSQLPPLTAFILPSGGKISSALHFCRAVCRRAERRVVPLVQMGETDANVAKFLNRLSDYLFTLARYAAMKEGNQEKIYMKNDPSAESEGL. Result: 1 (interaction).